From a dataset of Forward reaction prediction with 1.9M reactions from USPTO patents (1976-2016). Predict the product of the given reaction. (1) Given the reactants Cl.C([N:15]1[CH2:18][CH:17]([OH:19])[CH2:16]1)(C1C=CC=CC=1)C1C=CC=CC=1.C(=O)([O-])[O-].[Na+].[Na+].[C:34](O[C:34]([O:36][C:37]([CH3:40])([CH3:39])[CH3:38])=[O:35])([O:36][C:37]([CH3:40])([CH3:39])[CH3:38])=[O:35].[H][H], predict the reaction product. The product is: [OH:19][CH:17]1[CH2:18][N:15]([C:34]([O:36][C:37]([CH3:38])([CH3:39])[CH3:40])=[O:35])[CH2:16]1. (2) Given the reactants CCN=C=NCCCN(C)C.OC(C(F)(F)F)=O.[NH2:19][CH2:20][C:21]([NH:23][CH:24]1[CH2:27][N:26]([CH:28]2[CH2:33][CH2:32][CH:31]([C:34]3[CH:39]=[CH:38][CH:37]=[CH:36][CH:35]=3)[CH2:30][CH2:29]2)[CH2:25]1)=[O:22].[OH:40][C:41]1[CH:42]=[C:43]([C:50]([F:53])([F:52])[F:51])[CH:44]=[C:45]([CH:49]=1)[C:46](O)=[O:47], predict the reaction product. The product is: [OH:40][C:41]1[CH:49]=[C:45]([CH:44]=[C:43]([C:50]([F:51])([F:52])[F:53])[CH:42]=1)[C:46]([NH:19][CH2:20][C:21](=[O:22])[NH:23][CH:24]1[CH2:27][N:26]([CH:28]2[CH2:33][CH2:32][CH:31]([C:34]3[CH:39]=[CH:38][CH:37]=[CH:36][CH:35]=3)[CH2:30][CH2:29]2)[CH2:25]1)=[O:47]. (3) Given the reactants Cl[CH2:2][CH2:3][CH2:4][N:5]1[C:13]2[C:8](=[CH:9][CH:10]=[C:11]([N+:14]([O-:16])=[O:15])[CH:12]=2)[CH:7]=[CH:6]1.C([O-])([O-])=O.[K+].[K+].[NH:23]1[CH2:28][CH2:27][O:26][CH2:25][CH2:24]1, predict the reaction product. The product is: [N:23]1([CH2:2][CH2:3][CH2:4][N:5]2[C:13]3[C:8](=[CH:9][CH:10]=[C:11]([N+:14]([O-:16])=[O:15])[CH:12]=3)[CH:7]=[CH:6]2)[CH2:28][CH2:27][O:26][CH2:25][CH2:24]1. (4) Given the reactants [NH2:1][C:2]1[N:7]=[C:6](Cl)[CH:5]=[CH:4][N:3]=1.[NH2:9][C:10]1[CH:15]=[CH:14][C:13]([S:16]([NH:19][C:20](=[O:27])[C:21]2[CH:26]=[CH:25][CH:24]=[CH:23][CH:22]=2)(=[O:18])=[O:17])=[CH:12][CH:11]=1.CCN(C(C)C)C(C)C, predict the reaction product. The product is: [NH2:1][C:2]1[N:7]=[C:6]([NH:9][C:10]2[CH:11]=[CH:12][C:13]([S:16]([NH:19][C:20](=[O:27])[C:21]3[CH:26]=[CH:25][CH:24]=[CH:23][CH:22]=3)(=[O:18])=[O:17])=[CH:14][CH:15]=2)[CH:5]=[CH:4][N:3]=1. (5) Given the reactants [C:1]1([CH2:7][C:8]([NH:10][C@H:11]([C:13]([OH:15])=O)[CH3:12])=[O:9])[CH:6]=[CH:5][CH:4]=[CH:3][CH:2]=1.[NH2:16][CH:17]1[CH2:24][CH2:23][CH2:22][NH:21][C:19](=[O:20])[CH2:18]1, predict the reaction product. The product is: [C:1]1([CH2:7][C:8]([NH:10][C@H:11]([C:13]([NH:16][CH:17]2[CH2:24][CH2:23][CH2:22][NH:21][C:19](=[O:20])[CH2:18]2)=[O:15])[CH3:12])=[O:9])[CH:2]=[CH:3][CH:4]=[CH:5][CH:6]=1. (6) Given the reactants [H-].[Na+].[CH3:3][N:4]1[CH:8]=[C:7]([OH:9])[CH:6]=[N:5]1.F[C:11]1[CH:16]=[CH:15][C:14]([N+:17]([O-:19])=[O:18])=[CH:13][C:12]=1[CH3:20], predict the reaction product. The product is: [CH3:3][N:4]1[CH:8]=[C:7]([O:9][C:11]2[CH:16]=[CH:15][C:14]([N+:17]([O-:19])=[O:18])=[CH:13][C:12]=2[CH3:20])[CH:6]=[N:5]1.